Dataset: Catalyst prediction with 721,799 reactions and 888 catalyst types from USPTO. Task: Predict which catalyst facilitates the given reaction. (1) Reactant: Br[C:2]1[CH:7]=[CH:6][C:5]([Cl:8])=[C:4]([Cl:9])[N:3]=1.C([Mg]Cl)(C)C.[C:15]([O:19][C:20]([N:22]1[CH2:26][CH2:25][CH2:24][C:23]1([CH:30]=[O:31])[CH2:27][CH2:28][CH3:29])=[O:21])([CH3:18])([CH3:17])[CH3:16]. Product: [C:15]([O:19][C:20]([N:22]1[CH2:26][CH2:25][CH2:24][C:23]1([CH:30]([C:2]1[CH:7]=[CH:6][C:5]([Cl:8])=[C:4]([Cl:9])[N:3]=1)[OH:31])[CH2:27][CH2:28][CH3:29])=[O:21])([CH3:17])([CH3:18])[CH3:16]. The catalyst class is: 1. (2) Reactant: [CH3:1][O:2][C:3]1[CH:4]=[C:5]([CH2:11][CH2:12][NH:13][C:14](=O)[C:15]([C:20]2[CH:29]=[CH:28][C:27]3[CH2:26][CH2:25][CH2:24][CH2:23][C:22]=3[CH:21]=2)=[CH:16][O:17][CH2:18][F:19])[CH:6]=[CH:7][C:8]=1[O:9][CH3:10].COC1C=CC(P2(SP(C3C=CC(OC)=CC=3)(=S)S2)=[S:40])=CC=1.O1CCCC1.O. Product: [CH3:1][O:2][C:3]1[CH:4]=[C:5]([CH2:11][CH2:12][NH:13][C:14](=[S:40])[C:15]([C:20]2[CH:29]=[CH:28][C:27]3[CH2:26][CH2:25][CH2:24][CH2:23][C:22]=3[CH:21]=2)=[CH:16][O:17][CH2:18][F:19])[CH:6]=[CH:7][C:8]=1[O:9][CH3:10]. The catalyst class is: 13. (3) Reactant: [C:1](OCC)(=O)CC(OCC)=O.[H-].[Na+].[H][H].Cl[C:17]1[CH:22]=[CH:21][C:20]([N+:23]([O-:25])=[O:24])=[CH:19][N:18]=1. Product: [CH3:1][C:17]1[CH:22]=[CH:21][C:20]([N+:23]([O-:25])=[O:24])=[CH:19][N:18]=1. The catalyst class is: 27. (4) Product: [CH2:16]([NH:27][S:24]([C:19]1[C:20]2[C:15](=[C:14]([OH:13])[CH:23]=[CH:22][CH:21]=2)[CH:16]=[CH:17][CH:18]=1)(=[O:25])=[O:26])[C:15]1[CH:20]=[CH:21][CH:22]=[CH:23][CH:14]=1. The catalyst class is: 5. Reactant: [OH-].[Na+].CC1C=CC(S([O:13][C:14]2[CH:23]=[CH:22][CH:21]=[C:20]3[C:15]=2[CH:16]=[CH:17][CH:18]=[C:19]3[S:24]([NH2:27])(=[O:26])=[O:25])(=O)=O)=CC=1.Cl. (5) Reactant: Cl[C:2]1[N:11]=[C:10]([NH:12][CH2:13][CH:14]([C:18]2[CH:23]=[CH:22][CH:21]=[CH:20][CH:19]=2)[CH:15]([CH3:17])[CH3:16])[C:9]2[C:4](=[CH:5][CH:6]=[CH:7][CH:8]=2)[N:3]=1.[CH3:24][S:25]([NH:28][C:29]1[CH:34]=[CH:33][C:32](B(O)O)=[CH:31][CH:30]=1)(=[O:27])=[O:26].C1(C(C2C=CC=CN=2)CNC2C3C(=CC=CC=3)N=C(C3C=CC(NS(C)(=O)=O)=CC=3)N=2)C=CC=CC=1. Product: [CH3:16][CH:15]([CH3:17])[CH:14]([C:18]1[CH:23]=[CH:22][CH:21]=[CH:20][CH:19]=1)[CH2:13][NH:12][C:10]1[C:9]2[C:4](=[CH:5][CH:6]=[CH:7][CH:8]=2)[N:3]=[C:2]([C:32]2[CH:31]=[CH:30][C:29]([NH:28][S:25]([CH3:24])(=[O:26])=[O:27])=[CH:34][CH:33]=2)[N:11]=1. The catalyst class is: 147. (6) Reactant: [NH2:1][C:2]1[C:3]([F:22])=[CH:4][C:5]([Cl:21])=[C:6]([C:8]2[C:9](=[O:20])[N:10]([CH3:19])[C:11]3[C:16]([CH:17]=2)=[CH:15][N:14]=[C:13](Cl)[CH:12]=3)[CH:7]=1.COC1C=CC(CNC)=CC=1. Product: [NH2:1][C:2]1[C:3]([F:22])=[CH:4][C:5]([Cl:21])=[C:6]([C:8]2[C:9](=[O:20])[N:10]([CH3:19])[C:11]3[C:16]([CH:17]=2)=[CH:15][N:14]=[CH:13][CH:12]=3)[CH:7]=1. The catalyst class is: 28. (7) Reactant: [CH2:1]([N:5]1[C:13]2[C:12](=[O:14])[NH:11][C:10]([Cl:15])=[N:9][C:8]=2[N:7]=[C:6]1[N:16]1[CH2:21][CH2:20][N:19]([C:22]([O:24][C:25]([CH3:28])([CH3:27])[CH3:26])=[O:23])[CH2:18][CH2:17]1)[C:2]#[C:3][CH3:4].[C:29]([C:31]1[CH:32]=[C:33]([CH:36]=[CH:37][CH:38]=1)[CH2:34]Br)#[N:30].C(=O)([O-])[O-].[K+].[K+].[Cl-].[NH4+]. Product: [CH2:1]([N:5]1[C:13]2[C:12](=[O:14])[N:11]([CH2:34][C:33]3[CH:36]=[CH:37][CH:38]=[C:31]([C:29]#[N:30])[CH:32]=3)[C:10]([Cl:15])=[N:9][C:8]=2[N:7]=[C:6]1[N:16]1[CH2:21][CH2:20][N:19]([C:22]([O:24][C:25]([CH3:28])([CH3:27])[CH3:26])=[O:23])[CH2:18][CH2:17]1)[C:2]#[C:3][CH3:4]. The catalyst class is: 9.